This data is from Forward reaction prediction with 1.9M reactions from USPTO patents (1976-2016). The task is: Predict the product of the given reaction. (1) Given the reactants Br[C:2]1[CH:3]=[C:4]2[C:9](=[CH:10][CH:11]=1)[N:8]=[C:7]([O:12][CH3:13])[C:6]([C:14](N1CCCC1)=[O:15])=[C:5]2[Cl:21].[CH3:22][C:23]1[C:28]([C:29]([C:31]2[N:35]([CH3:36])[N:34]=[N:33][CH:32]=2)=[O:30])=[CH:27][CH:26]=[C:25]([CH3:37])[N:24]=1.[Li]CCCC.[NH4+].[Cl-].C1C[O:48]CC1, predict the reaction product. The product is: [Cl:21][C:5]1[C:4]2[C:9](=[CH:10][CH:11]=[C:2]([C:29]([C:28]3[C:23]([CH3:22])=[N:24][C:25]([CH3:37])=[CH:26][CH:27]=3)([OH:30])[C:31]3[N:35]([CH3:36])[N:34]=[N:33][CH:32]=3)[CH:3]=2)[N:8]=[C:7]([O:12][CH3:13])[C:6]=1[C:14]([OH:15])=[O:48]. (2) Given the reactants [H-].[H-].[H-].[H-].[Li+].[Al+3].[CH:7]1([CH:10]([NH:13][CH:14]([C:16]2[CH:21]=[CH:20][CH:19]=[CH:18][CH:17]=2)[CH3:15])[C:11]#[N:12])[CH2:9][CH2:8]1.O.[OH-].[Na+], predict the reaction product. The product is: [CH:7]1([CH:10]([NH:13][CH:14]([C:16]2[CH:17]=[CH:18][CH:19]=[CH:20][CH:21]=2)[CH3:15])[CH2:11][NH2:12])[CH2:9][CH2:8]1. (3) Given the reactants [Br:1][C:2]1[C:10]2[S:9][C:8]([CH2:11][OH:12])=[CH:7][C:6]=2[CH:5]=[CH:4][CH:3]=1.[F:13][C:14]([F:23])([F:22])[C:15]1[CH:16]=[C:17](O)[CH:18]=[CH:19][CH:20]=1, predict the reaction product. The product is: [Br:1][C:2]1[C:10]2[S:9][C:8]([CH2:11][O:12][C:19]3[CH:18]=[CH:17][CH:16]=[C:15]([C:14]([F:23])([F:22])[F:13])[CH:20]=3)=[CH:7][C:6]=2[CH:5]=[CH:4][CH:3]=1. (4) Given the reactants C(N(CC)CC)C.[CH2:8]([O:15][C:16]([N:18]1[CH2:22][CH:21]=[CH:20][C@H:19]1[CH2:23][OH:24])=[O:17])[C:9]1[CH:14]=[CH:13][CH:12]=[CH:11][CH:10]=1.[CH3:25][S:26](Cl)(=[O:28])=[O:27], predict the reaction product. The product is: [CH2:8]([O:15][C:16]([N:18]1[CH2:22][CH:21]=[CH:20][C@H:19]1[CH2:23][O:24][S:26]([CH3:25])(=[O:28])=[O:27])=[O:17])[C:9]1[CH:14]=[CH:13][CH:12]=[CH:11][CH:10]=1. (5) Given the reactants C1C2C(COC([NH:18][C:19]3[CH:28]=[C:27]4[C:22]([CH:23]=[CH:24][C:25]([C:29]([NH:31][C:32]5[CH:33]=[C:34]([CH:39]=[CH:40][CH:41]=5)[C:35]([O:37][CH3:38])=[O:36])=[O:30])=[CH:26]4)=[CH:21][CH:20]=3)=O)C3C(=CC=CC=3)C=2C=CC=1.ClCCl.N1CCCCC1, predict the reaction product. The product is: [NH2:18][C:19]1[CH:28]=[C:27]2[C:22]([CH:23]=[CH:24][C:25]([C:29]([NH:31][C:32]3[CH:33]=[C:34]([CH:39]=[CH:40][CH:41]=3)[C:35]([O:37][CH3:38])=[O:36])=[O:30])=[CH:26]2)=[CH:21][CH:20]=1. (6) Given the reactants [NH2:1][C:2]1[C:11]2[CH:10]=[CH:9][CH:8]=[C:7](Br)[C:6]=2[N:5]=[C:4]2[CH2:13][N:14]([CH:17]3[CH2:19][CH2:18]3)[C:15](=[O:16])[C:3]=12.[Cl:20][C:21]1[CH:26]=[CH:25][C:24]([O:27][CH3:28])=[CH:23][C:22]=1B(O)O, predict the reaction product. The product is: [NH2:1][C:2]1[C:11]2[CH:10]=[CH:9][CH:8]=[C:7]([C:22]3[CH:23]=[C:24]([O:27][CH3:28])[CH:25]=[CH:26][C:21]=3[Cl:20])[C:6]=2[N:5]=[C:4]2[CH2:13][N:14]([CH:17]3[CH2:19][CH2:18]3)[C:15](=[O:16])[C:3]=12. (7) Given the reactants [F:1][C:2]([F:25])([F:24])[C:3]([C:5]1[CH:6]=[C:7]2[C:15](=[CH:16][CH:17]=1)[NH:14][C:13]1[CH2:12][CH2:11][CH:10]([NH:18][C:19](=[O:23])[CH:20]([CH3:22])[CH3:21])[CH2:9][C:8]2=1)=[O:4].[F:26][C:27]1[CH:28]=[C:29]([CH:32]=[CH:33][CH:34]=1)[CH2:30]Br.C([O-])([O-])=O.[Cs+].[Cs+], predict the reaction product. The product is: [F:26][C:27]1[CH:28]=[C:29]([CH:32]=[CH:33][CH:34]=1)[CH2:30][N:14]1[C:13]2[CH2:12][CH2:11][CH:10]([NH:18][C:19](=[O:23])[CH:20]([CH3:22])[CH3:21])[CH2:9][C:8]=2[C:7]2[C:15]1=[CH:16][CH:17]=[C:5]([C:3](=[O:4])[C:2]([F:1])([F:24])[F:25])[CH:6]=2.